Dataset: Forward reaction prediction with 1.9M reactions from USPTO patents (1976-2016). Task: Predict the product of the given reaction. (1) Given the reactants [CH2:1]([O:8][C:9]1[CH:14]=[CH:13][C:12](Br)=[CH:11][C:10]=1[F:16])[C:2]1[CH:7]=[CH:6][CH:5]=[CH:4][CH:3]=1.[C:17]([O:21][CH3:22])(=[O:20])[CH:18]=[CH2:19].F[B-](F)(F)F.C(P(C(C)(C)C)C(C)(C)C)(C)(C)C, predict the reaction product. The product is: [CH3:22][O:21][C:17](=[O:20])/[CH:18]=[CH:19]/[C:12]1[CH:13]=[CH:14][C:9]([O:8][CH2:1][C:2]2[CH:7]=[CH:6][CH:5]=[CH:4][CH:3]=2)=[C:10]([F:16])[CH:11]=1. (2) Given the reactants Cl[CH2:2][CH2:3][CH2:4][NH:5][C:6]([O:8][C@@H:9]1[CH2:14][CH2:13][CH2:12][N:11]([C:15]([O:17][C:18]([CH3:21])([CH3:20])[CH3:19])=[O:16])[CH2:10]1)=[O:7].[CH3:22][NH:23][CH3:24], predict the reaction product. The product is: [CH3:22][N:23]([CH3:24])[CH2:2][CH2:3][CH2:4][NH:5][C:6]([O:8][C@@H:9]1[CH2:14][CH2:13][CH2:12][N:11]([C:15]([O:17][C:18]([CH3:21])([CH3:20])[CH3:19])=[O:16])[CH2:10]1)=[O:7]. (3) The product is: [CH3:11][C:12]1([CH3:25])[C:16]([CH3:17])=[CH:15][CH2:14][CH:13]1[CH2:18][CH:19]=[CH:20][CH2:21][CH2:22][CH:23]=[O:28]. Given the reactants [H-].C([Al+]CC(C)C)C(C)C.[CH3:11][C:12]1([CH3:25])[C:16]([CH3:17])=[CH:15][CH2:14][CH:13]1[CH2:18][CH:19]=[CH:20][CH2:21][CH2:22][C:23]#N.C(O)(=[O:28])C, predict the reaction product. (4) Given the reactants C([O:8][C:9]1[CH:14]=[CH:13][C:12]([C:15]2[N:23]([CH2:24][O:25][CH2:26][CH2:27][Si:28]([CH3:31])([CH3:30])[CH3:29])[C:22]3[C:21](=[O:32])[N:20]([CH2:33][CH2:34][CH3:35])[C:19]([C:36]4[CH:41]=[CH:40][CH:39]=[C:38]([C:42]([F:45])([F:44])[F:43])[CH:37]=4)=[N:18][C:17]=3[N:16]=2)=[CH:11][CH:10]=1)C1C=CC=CC=1.O.C([O-])=O.[NH4+], predict the reaction product. The product is: [OH:8][C:9]1[CH:10]=[CH:11][C:12]([C:15]2[N:23]([CH2:24][O:25][CH2:26][CH2:27][Si:28]([CH3:31])([CH3:30])[CH3:29])[C:22]3[C:21](=[O:32])[N:20]([CH2:33][CH2:34][CH3:35])[C:19]([C:36]4[CH:41]=[CH:40][CH:39]=[C:38]([C:42]([F:45])([F:44])[F:43])[CH:37]=4)=[N:18][C:17]=3[N:16]=2)=[CH:13][CH:14]=1. (5) Given the reactants [C:1]([NH:20][C@H:21]([CH2:24][CH3:25])[CH:22]=[O:23])([C:14]1[CH:19]=[CH:18][CH:17]=[CH:16][CH:15]=1)([C:8]1[CH:13]=[CH:12][CH:11]=[CH:10][CH:9]=1)[C:2]1[CH:7]=[CH:6][CH:5]=[CH:4][CH:3]=1.[CH2:26]([Mg]Br)[CH3:27].O, predict the reaction product. The product is: [C:1]([NH:20][C@@H:21]([CH2:24][CH3:25])[CH:22]([OH:23])[CH2:26][CH3:27])([C:8]1[CH:13]=[CH:12][CH:11]=[CH:10][CH:9]=1)([C:14]1[CH:15]=[CH:16][CH:17]=[CH:18][CH:19]=1)[C:2]1[CH:7]=[CH:6][CH:5]=[CH:4][CH:3]=1. (6) Given the reactants [F:1][C:2]1[CH:3]=[C:4]([CH2:9][C:10]([NH:12][C@H:13]([C:15]([NH:17][C@H:18]([C:20]([OH:22])=O)[CH3:19])=[O:16])[CH3:14])=[O:11])[CH:5]=[C:6]([F:8])[CH:7]=1.[S:23]1[CH2:27][CH2:26][NH:25][CH2:24]1, predict the reaction product. The product is: [F:8][C:6]1[CH:5]=[C:4]([CH2:9][C:10]([NH:12][C@H:13]([C:15]([NH:17][C@H:18]([C:20]([N:25]2[CH2:26][CH2:27][S:23][CH2:24]2)=[O:22])[CH3:19])=[O:16])[CH3:14])=[O:11])[CH:3]=[C:2]([F:1])[CH:7]=1.